Dataset: Forward reaction prediction with 1.9M reactions from USPTO patents (1976-2016). Task: Predict the product of the given reaction. (1) Given the reactants [Br:1][C:2]1[CH:7]=[CH:6][C:5]([SH:8])=[CH:4][CH:3]=1.[H-].[Na+].Br[CH:12]1[CH2:17][CH2:16][O:15][CH2:14][CH2:13]1, predict the reaction product. The product is: [Br:1][C:2]1[CH:7]=[CH:6][C:5]([S:8][CH:12]2[CH2:17][CH2:16][O:15][CH2:14][CH2:13]2)=[CH:4][CH:3]=1. (2) Given the reactants [C:1]([CH2:5][N:6]1[C:16]2[C:11](=[CH:12][CH:13]=[CH:14][CH:15]=2)[CH2:10][C@H:9]([NH:17][C:18]([C:20]2[NH:21][C:22]3[C:27]([CH:28]=2)=[CH:26][C:25]([Cl:29])=[CH:24][CH:23]=3)=[O:19])[C:7]1=[O:8])([O:3]C)=[O:2].C(CN1C2C(=CC=CC=2)C[C@@H](NC(C2NC3C(C=2)=CC(Cl)=CC=3)=O)C1=O)(O)=O.C(CN1C2C(=CC=CC=2)C[C@@H](NC(C2NC3C(C=2)=CC(Cl)=CC=3)=O)C1=O)(OC)=O, predict the reaction product. The product is: [C:1]([CH2:5][N:6]1[C:16]2[C:11](=[CH:12][CH:13]=[CH:14][CH:15]=2)[CH2:10][C@H:9]([NH:17][C:18]([C:20]2[NH:21][C:22]3[C:27]([CH:28]=2)=[CH:26][C:25]([Cl:29])=[CH:24][CH:23]=3)=[O:19])[C:7]1=[O:8])([OH:3])=[O:2]. (3) Given the reactants [C:1]12([C:11]3[CH:12]=[C:13]([C:19]4([CH3:32])[C:23]5[CH:24]=[CH:25][C:26]([C:28]([O:30]C)=[O:29])=[CH:27][C:22]=5[O:21][CH2:20]4)[CH:14]=[CH:15][C:16]=3[O:17][CH3:18])[CH2:10][CH:5]3[CH2:6][CH:7]([CH2:9][CH:3]([CH2:4]3)[CH2:2]1)[CH2:8]2.[OH-].[Na+].[OH-].[Li+], predict the reaction product. The product is: [C:1]12([C:11]3[CH:12]=[C:13]([C:19]4([CH3:32])[C:23]5[CH:24]=[CH:25][C:26]([C:28]([OH:30])=[O:29])=[CH:27][C:22]=5[O:21][CH2:20]4)[CH:14]=[CH:15][C:16]=3[O:17][CH3:18])[CH2:10][CH:5]3[CH2:4][CH:3]([CH2:9][CH:7]([CH2:6]3)[CH2:8]1)[CH2:2]2. (4) Given the reactants [Br:1][C:2]1[N:6]([CH3:7])[N:5]=[C:4]([C:8]([OH:10])=O)[CH:3]=1.C1C=CC2N(O)N=NC=2C=1.C(Cl)CCl.[NH2:25][CH2:26][CH2:27][OH:28].C(N(C(C)C)C(C)C)C, predict the reaction product. The product is: [Br:1][C:2]1[N:6]([CH3:7])[N:5]=[C:4]([C:8]([NH:25][CH2:26][CH2:27][OH:28])=[O:10])[CH:3]=1. (5) Given the reactants [CH2:1]([O:3][C:4]([C:6]1[C:7]2[C:22](=[O:23])[CH:21]=[CH:20][CH2:19][CH2:18][C:8]=2[N:9]([C:11]([O:13][C:14]([CH3:17])([CH3:16])[CH3:15])=[O:12])[CH:10]=1)=[O:5])[CH3:2].[Li+].[F-].[CH2:26]([N:33]([CH2:39]OC)[CH2:34][Si](C)(C)C)[C:27]1[CH:32]=[CH:31][CH:30]=[CH:29][CH:28]=1.O, predict the reaction product. The product is: [CH2:1]([O:3][C:4]([C:6]1[C:7]2[C:22](=[O:23])[CH:21]3[CH2:34][N:33]([CH2:26][C:27]4[CH:32]=[CH:31][CH:30]=[CH:29][CH:28]=4)[CH2:39][CH:20]3[CH2:19][CH2:18][C:8]=2[N:9]([C:11]([O:13][C:14]([CH3:17])([CH3:15])[CH3:16])=[O:12])[CH:10]=1)=[O:5])[CH3:2]. (6) Given the reactants [CH3:1][Si](C=[N+]=[N-])(C)C.[N:8]12[CH2:15][CH2:14][CH:11]([CH2:12][CH2:13]1)[C:10](=[O:16])[CH2:9]2.CO.C(=O)([O-])[O-].[Na+].[Na+], predict the reaction product. The product is: [N:8]12[CH2:15][CH2:14][CH:11]([CH2:12][CH2:13]1)[C:10](=[O:16])[CH2:9][CH2:1]2. (7) The product is: [CH2:27]([N:23]1[CH2:24][CH2:25][CH2:26][C@@H:22]1[C:17]1[O:18][C:19]2[C:14]([C:15](=[O:30])[C:16]=1[CH3:29])=[CH:13][CH:12]=[C:11]([OH:10])[C:20]=2[CH3:21])[CH3:28]. Given the reactants C(=O)([O-])[O-].[K+].[K+].C([O:10][C:11]1[C:20]([CH3:21])=[C:19]2[C:14]([C:15](=[O:30])[C:16]([CH3:29])=[C:17]([C@H:22]3[CH2:26][CH2:25][CH2:24][N:23]3[CH2:27][CH3:28])[O:18]2)=[CH:13][CH:12]=1)(=O)C.Cl, predict the reaction product. (8) Given the reactants C(=O)([O-])[O-].[K+].[K+].[OH:7][C:8]1[CH:9]=[C:10]([CH:21]=[CH:22][CH:23]=1)[O:11][CH2:12][C:13]1[CH:20]=[CH:19][C:16]([C:17]#[N:18])=[CH:15][CH:14]=1.[CH2:24]([O:26][C:27]([C:29]1[C:30]2[S:38][CH:37]=[C:36]([CH2:39]Br)[C:31]=2[C:32]([Cl:35])=[N:33][CH:34]=1)=[O:28])[CH3:25], predict the reaction product. The product is: [CH2:24]([O:26][C:27]([C:29]1[C:30]2[S:38][CH:37]=[C:36]([CH2:39][O:7][C:8]3[CH:23]=[CH:22][CH:21]=[C:10]([O:11][CH2:12][C:13]4[CH:20]=[CH:19][C:16]([C:17]#[N:18])=[CH:15][CH:14]=4)[CH:9]=3)[C:31]=2[C:32]([Cl:35])=[N:33][CH:34]=1)=[O:28])[CH3:25]. (9) Given the reactants [Br:1][C:2]1[CH:7]=[CH:6][C:5]([NH:8][C:9]2[N:10]([CH3:31])[C:11](=[O:30])[CH:12]=[CH:13][C:14]=2[C:15]([NH:17][O:18][CH2:19][C@@H:20]([O:22][Si](C(C)(C)C)(C)C)[CH3:21])=[O:16])=[C:4]([F:32])[CH:3]=1.Cl, predict the reaction product. The product is: [Br:1][C:2]1[CH:7]=[CH:6][C:5]([NH:8][C:9]2[N:10]([CH3:31])[C:11](=[O:30])[CH:12]=[CH:13][C:14]=2[C:15]([NH:17][O:18][CH2:19][C@@H:20]([OH:22])[CH3:21])=[O:16])=[C:4]([F:32])[CH:3]=1. (10) Given the reactants [Cl:1][C:2]1[N:3]=[CH:4][C:5]2[CH:10]=[C:9]([CH3:11])[N:8]([CH:12]3[CH2:16][CH2:15][CH2:14][CH2:13]3)[C:6]=2[N:7]=1.[Cl:17]N1C(=O)CCC1=O, predict the reaction product. The product is: [Cl:1][C:2]1[N:3]=[CH:4][C:5]2[C:10]([Cl:17])=[C:9]([CH3:11])[N:8]([CH:12]3[CH2:13][CH2:14][CH2:15][CH2:16]3)[C:6]=2[N:7]=1.